Dataset: Full USPTO retrosynthesis dataset with 1.9M reactions from patents (1976-2016). Task: Predict the reactants needed to synthesize the given product. (1) Given the product [CH3:37][O:36][C:9]1[CH:10]=[C:11]([C:14]2[N:15]=[N:16][N:17]([CH:19]3[CH2:25][CH2:24][C:23]4[CH:26]=[CH:27][CH:28]=[CH:29][C:22]=4[N:21]([CH2:30][C:31]([F:34])([F:33])[F:32])[C:20]3=[O:35])[CH:18]=2)[CH:12]=[CH:13][C:8]=1[NH:6][C:2]1[S:1][CH:5]=[CH:4][N:3]=1, predict the reactants needed to synthesize it. The reactants are: [S:1]1[CH:5]=[CH:4][N:3]=[C:2]1[NH2:6].I[C:8]1[CH:13]=[CH:12][C:11]([C:14]2[N:15]=[N:16][N:17]([CH:19]3[CH2:25][CH2:24][C:23]4[CH:26]=[CH:27][CH:28]=[CH:29][C:22]=4[N:21]([CH2:30][C:31]([F:34])([F:33])[F:32])[C:20]3=[O:35])[CH:18]=2)=[CH:10][C:9]=1[O:36][CH3:37].CC(C)([O-])C.[K+].C1COCC1.C1C=CC(P(C2C(C3C(P(C4C=CC=CC=4)C4C=CC=CC=4)=CC=C4C=3C=CC=C4)=C3C(C=CC=C3)=CC=2)C2C=CC=CC=2)=CC=1. (2) Given the product [CH2:1]([O:3][C:4]1[C:5]([NH:17][C:19]2[CH:24]=[CH:23][CH:22]=[C:21]([CH3:25])[N:20]=2)=[N:6][CH:7]=[C:8]([O:10][C:11]2[CH:12]=[N:13][CH:14]=[CH:15][CH:16]=2)[CH:9]=1)[CH3:2], predict the reactants needed to synthesize it. The reactants are: [CH2:1]([O:3][C:4]1[C:5]([NH2:17])=[N:6][CH:7]=[C:8]([O:10][C:11]2[CH:12]=[N:13][CH:14]=[CH:15][CH:16]=2)[CH:9]=1)[CH3:2].Br[C:19]1[CH:24]=[CH:23][CH:22]=[C:21]([CH3:25])[N:20]=1.CC(C)([O-])C.[Na+].C1C=CC(P(C2C(C3C(P(C4C=CC=CC=4)C4C=CC=CC=4)=CC=C4C=3C=CC=C4)=C3C(C=CC=C3)=CC=2)C2C=CC=CC=2)=CC=1.